From a dataset of Drug-target binding data from BindingDB using IC50 measurements. Regression. Given a target protein amino acid sequence and a drug SMILES string, predict the binding affinity score between them. We predict pIC50 (pIC50 = -log10(IC50 in M); higher means more potent). Dataset: bindingdb_ic50. (1) The drug is CNc1nc(C)c(-c2ccnc(Nc3cccc(CN)c3)n2)s1. The target protein (P24864) has sequence MPRERRERDAKERDTMKEDGGAEFSARSRKRKANVTVFLQDPDEEMAKIDRTARDQCGSQPWDNNAVCADPCSLIPTPDKEDDDRVYPNSTCKPRIIAPSRGSPLPVLSWANREEVWKIMLNKEKTYLRDQHFLEQHPLLQPKMRAILLDWLMEVCEVYKLHRETFYLAQDFFDRYMATQENVVKTLLQLIGISSLFIAAKLEEIYPPKLHQFAYVTDGACSGDEILTMELMIMKALKWRLSPLTIVSWLNVYMQVAYLNDLHEVLLPQYPQQIFIQIAELLDLCVLDVDCLEFPYGILAASALYHFSSSELMQKVSGYQWCDIENCVKWMVPFAMVIRETGSSKLKHFRGVADEDAHNIQTHRDSLDLLDKARAKKAMLSEQNRASPLPSGLLTPPQSGKKQSSGPEMA. The pIC50 is 6.4. (2) The drug is CC1(C)NC(=O)N(CC(O)COc2ccc(C3CCCC3)cc2)C1=O. The target protein (O86309) has sequence MAMDLGGYLTRIGLDGRPRPDLGTLHAIVAAHNRSIPFENLDPLLGIPVADLSAEALFAKLVDRRRGGYCYEHNGLLGYVLEELGFEVERLSGRVVWMRADDAPLPAQTHNVLSVAVPGADGRYLVDVGFGGQTLTSPIRLEAGPVQQTRHEPYRLTRHGDDHTLAAQVRGEWQPLYTFTTEPRPRIDLEVGSWYVSTHPGSHFVTGLTVAVVTDDARYNLRGRNLAVHRSGATEHIRFDSAAQVLDAIVNRFGIDLGDLAGRDVQARVAEVLDT. The pIC50 is 4.3. (3) The small molecule is Oc1ccc2nc(-c3ccsc3)c(CNCCc3ccc(Br)cc3)cc2c1. The target protein (Q80SS6) has sequence MMTPNSTELSAIPMGVLGLSLALASLIVIANLLLALGIALDRHLRSPPAGCFFLSLLLAGLLTGLALPMLPGLWSRNHQGYWSCLLLHLTPNFCFLSLLANLLLVHGERYMAVLQPLRPHGSVRLALFLTWVSSLFFASLPALGWNHWSPDANCSSQAVFPAPYLYLEVYGLLLPAVGATALLSVRVLATAHRQLCEIRRLERAVCRDVPSTLARALTWRQARAQAGATLLFLLCWGPYVATLLLSVLAYERRPPLGPGTLLSLISLGSTSAAAVPVAMGLGDQRYTAPWRTAAQRCLRVLRGRAKRDNPGPSTAYHTSSQCSIDLDLN. The pIC50 is 5.8. (4) The small molecule is COC[C@H]1CN(c2noc3c(Cl)c4c(cc23)CC2(C(=O)NC(=O)NC2=O)[C@H]2[C@H](C)O[C@H](C)CN42)C(=O)O1. The target protein (P0AES4) has sequence MSDLAREITPVNIEEELKSSYLDYAMSVIVGRALPDVRDGLKPVHRRVLYAMNVLGNDWNKAYKKSARVVGDVIGKYHPHGDSAVYDTIVRMAQPFSLRYMLVDGQGNFGSIDGDSAAAMRYTEIRLAKIAHELMADLEKETVDFVDNYDGTEKIPDVMPTKIPNLLVNGSSGIAVGMATNIPPHNLTEVINGCLAYIDDEDISIEGLMEHIPGPDFPTAAIINGRRGIEEAYRTGRGKVYIRARAEVEVDAKTGRETIIVHEIPYQVNKARLIEKIAELVKEKRVEGISALRDESDKDGMRIVIEVKRDAVGEVVLNNLYSQTQLQVSFGINMVALHHGQPKIMNLKDIIAAFVRHRREVVTRRTIFELRKARDRAHILEALAVALANIDPIIELIRHAPTPAEAKTALVANPWQLGNVAAMLERAGDDAARPEWLEPEFGVRDGLYYLTEQQAQAILDLRLQKLTGLEHEKLLDEYKELLDQIAELLRILGSADRLME.... The pIC50 is 6.3. (5) The drug is CN1CCN(Cc2ccc(-c3c[nH]c4ncc(-c5ccc6[nH]ccc6c5)cc34)cc2)CC1. The target protein (Q16584) has sequence MEPLKSLFLKSPLGSWNGSGSGGGGGGGGGRPEGSPKAAGYANPVWTALFDYEPSGQDELALRKGDRVEVLSRDAAISGDEGWWAGQVGGQVGIFPSNYVSRGGGPPPCEVASFQELRLEEVIGIGGFGKVYRGSWRGELVAVKAARQDPDEDISVTAESVRQEARLFAMLAHPNIIALKAVCLEEPNLCLVMEYAAGGPLSRALAGRRVPPHVLVNWAVQIARGMHYLHCEALVPVIHRDLKSNNILLLQPIESDDMEHKTLKITDFGLAREWHKTTQMSAAGTYAWMAPEVIKASTFSKGSDVWSFGVLLWELLTGEVPYRGIDCLAVAYGVAVNKLTLPIPSTCPEPFAQLMADCWAQDPHRRPDFASILQQLEALEAQVLREMPRDSFHSMQEGWKREIQGLFDELRAKEKELLSREEELTRAAREQRSQAEQLRRREHLLAQWELEVFERELTLLLQQVDRERPHVRRRRGTFKRSKLRARDGGERISMPLDFKH.... The pIC50 is 6.0. (6) The small molecule is CCCC(CCC)n1cc(Cl)nc(Nc2c(Cl)cc(C(F)(F)F)cc2Cl)c1=O. The target protein sequence is MGRRPQLRLVKALLLLGLNPVSTSLQDQRCENLSLTSNVSGLQCNASVDLIGTCWPRSPAGQLVVRPCPAFFYGVRYNTTNNGYRECLANGSWAARVNYSECQEILNEEKKSKVHYHVAVIINYLGHCISLVALLVAFVLFLRLRSIRCLRNIIHWNLISAFILRNATWFVVQLTVSPEVHQSNVAWCRLVTAAYNYFHVTNFFWMFGEGCYLHTAIVLTYSTDRLRKWMFVCIGWGVPFPIIVAWAIGKLHYDNEKCWFGKRPGVYTDYIYQGPMILVLLINFIFLFNIVRILMTKLRASTTSETIQYRKAVKATLVLLPLLGITYMLFFVNPGEDEVSRVVFIYFNSFLESFQGFFVSVFYCFLNSEVRSAIRKRWRRWQDKHSIRARVARAMSIPTSPTRVSFHSIKQSTAV. The pIC50 is 8.4. (7) The drug is O=C1O/C(=C\I)CCC1c1cccc2ccccc12. The target protein (O60733) has sequence MQFFGRLVNTFSGVTNLFSNPFRVKEVAVADYTSSDRVREEGQLILFQNTPNRTWDCVLVNPRNSQSGFRLFQLELEADALVNFHQYSSQLLPFYESSPQVLHTEVLQHLTDLIRNHPSWSVAHLAVELGIRECFHHSRIISCANCAENEEGCTPLHLACRKGDGEILVELVQYCHTQMDVTDYKGETVFHYAVQGDNSQVLQLLGRNAVAGLNQVNNQGLTPLHLACQLGKQEMVRVLLLCNARCNIMGPNGYPIHSAMKFSQKGCAEMIISMDSSQIHSKDPRYGASPLHWAKNAEMARMLLKRGCNVNSTSSAGNTALHVAVMRNRFDCAIVLLTHGANADARGEHGNTPLHLAMSKDNVEMIKALIVFGAEVDTPNDFGETPTFLASKIGRLVTRKAILTLLRTVGAEYCFPPIHGVPAEQGSAAPHHPFSLERAQPPPISLNNLELQDLMHISRARKPAFILGSMRDEKRTHDHLLCLDGGGVKGLIIIQLLIAI.... The pIC50 is 6.7.